Task: Predict the product of the given reaction.. Dataset: Forward reaction prediction with 1.9M reactions from USPTO patents (1976-2016) (1) The product is: [CH3:1][C:2]1[CH:3]=[C:4]([N:9]([CH2:24][CH2:25][C:26]2[CH:27]=[CH:28][C:29]([CH3:32])=[CH:30][CH:31]=2)[C:10](=[O:11])[CH:12]([NH:33][C:34]([CH3:38])([CH3:37])[CH2:35][OH:36])[C:13]2[CH:18]=[CH:17][CH:16]=[CH:15][CH:14]=2)[CH:5]=[CH:6][C:7]=1[CH3:8]. Given the reactants [CH3:1][C:2]1[CH:3]=[C:4]([N:9]([CH2:24][CH2:25][C:26]2[CH:31]=[CH:30][C:29]([CH3:32])=[CH:28][CH:27]=2)[C:10]([CH:12](OS(C)(=O)=O)[C:13]2[CH:18]=[CH:17][CH:16]=[CH:15][CH:14]=2)=[O:11])[CH:5]=[CH:6][C:7]=1[CH3:8].[NH2:33][C:34]([CH3:38])([CH3:37])[CH2:35][OH:36], predict the reaction product. (2) Given the reactants C(OC[C:6]([CH2:8][Si](C)(C)C)=[CH2:7])(=O)C.[C:13]([O:17][C:18]([CH3:21])([CH3:20])[CH3:19])(=[O:16])[CH:14]=[CH2:15].P(OC(C)C)(OC(C)C)O[CH:24](C)C, predict the reaction product. The product is: [CH2:24]=[C:8]1[CH2:6][CH2:7][CH:14]([C:13]([O:17][C:18]([CH3:21])([CH3:20])[CH3:19])=[O:16])[CH2:15]1. (3) The product is: [OH:12][C:3]1[C:4]([C:5]([O:7][CH3:8])=[O:6])=[CH:9][CH:10]=[CH:11][C:2]=1[NH:1][C:20]([C:22]1([CH3:37])[CH2:26][CH2:25][CH2:24][N:23]1[C:27]([O:29][CH2:30][C:31]1[CH:36]=[CH:35][CH:34]=[CH:33][CH:32]=1)=[O:28])=[O:21]. Given the reactants [NH2:1][C:2]1[C:3]([OH:12])=[C:4]([CH:9]=[CH:10][CH:11]=1)[C:5]([O:7][CH3:8])=[O:6].N1C=CC=CC=1.Cl[C:20]([C:22]1([CH3:37])[CH2:26][CH2:25][CH2:24][N:23]1[C:27]([O:29][CH2:30][C:31]1[CH:36]=[CH:35][CH:34]=[CH:33][CH:32]=1)=[O:28])=[O:21], predict the reaction product. (4) Given the reactants Cl[C:2]1[C:7]([CH:8]([O:13][C:14]([CH3:17])([CH3:16])[CH3:15])[C:9]([O:11][CH3:12])=[O:10])=[C:6]([CH3:18])[N:5]=[C:4]2[S:19][C:20]3[CH2:25][CH2:24][CH2:23][CH2:22][C:21]=3[C:3]=12.C(=O)([O-])[O-].[K+].[K+].[C:32]1([CH3:41])[CH:37]=[CH:36][C:35](B(O)O)=[CH:34][CH:33]=1.C(OCC)(=O)C, predict the reaction product. The product is: [CH3:18][C:6]1[N:5]=[C:4]2[S:19][C:20]3[CH2:25][CH2:24][CH2:23][CH2:22][C:21]=3[C:3]2=[C:2]([C:35]2[CH:36]=[CH:37][C:32]([CH3:41])=[CH:33][CH:34]=2)[C:7]=1[CH:8]([O:13][C:14]([CH3:17])([CH3:16])[CH3:15])[C:9]([O:11][CH3:12])=[O:10]. (5) Given the reactants [Cl:1][C:2]1[N:7]=[C:6]2[C:8]([CH3:35])=[C:9]([CH:11]([NH:18][C:19]3[CH:24]=[CH:23][C:22]([C:25]([NH:27][CH2:28][CH2:29][C:30]([O:32]CC)=[O:31])=[O:26])=[CH:21][CH:20]=3)[CH:12]3[CH2:17][CH2:16][CH2:15][CH2:14][CH2:13]3)[O:10][C:5]2=[CH:4][CH:3]=1.O1CCCC1.[OH-].[Na+], predict the reaction product. The product is: [Cl:1][C:2]1[N:7]=[C:6]2[C:8]([CH3:35])=[C:9]([CH:11]([NH:18][C:19]3[CH:20]=[CH:21][C:22]([C:25]([NH:27][CH2:28][CH2:29][C:30]([OH:32])=[O:31])=[O:26])=[CH:23][CH:24]=3)[CH:12]3[CH2:13][CH2:14][CH2:15][CH2:16][CH2:17]3)[O:10][C:5]2=[CH:4][CH:3]=1. (6) Given the reactants C([O:3][C:4](=[O:35])[CH2:5][C:6]1[C:7]([CH3:34])=[C:8]([S:18][C:19]2[CH:24]=[CH:23][C:22]([S:25]([N:28]3[CH2:33][CH2:32][NH:31][CH2:30][CH2:29]3)(=[O:27])=[O:26])=[CH:21][CH:20]=2)[N:9]2[C:14]=1[CH:13]=[C:12]([Cl:15])[C:11]([C:16]#[N:17])=[CH:10]2)C.[OH-].[Li+], predict the reaction product. The product is: [Cl:15][C:12]1[C:11]([C:16]#[N:17])=[CH:10][N:9]2[C:14]([CH:13]=1)=[C:6]([CH2:5][C:4]([OH:35])=[O:3])[C:7]([CH3:34])=[C:8]2[S:18][C:19]1[CH:20]=[CH:21][C:22]([S:25]([N:28]2[CH2:29][CH2:30][NH:31][CH2:32][CH2:33]2)(=[O:27])=[O:26])=[CH:23][CH:24]=1. (7) Given the reactants [NH:1]1[C:9]2[C:4](=[CH:5][C:6]([CH2:10][NH2:11])=[CH:7][CH:8]=2)[CH:3]=[CH:2]1.[C:12](O[C:12]([O:14][C:15]([CH3:18])([CH3:17])[CH3:16])=[O:13])([O:14][C:15]([CH3:18])([CH3:17])[CH3:16])=[O:13], predict the reaction product. The product is: [C:12]([N:1]1[C:9]2[C:4](=[CH:5][C:6]([CH2:10][NH:11][C:12](=[O:13])[O:14][C:15]([CH3:18])([CH3:17])[CH3:16])=[CH:7][CH:8]=2)[CH:3]=[CH:2]1)([O:14][C:15]([CH3:18])([CH3:17])[CH3:16])=[O:13].